Task: Predict the reaction yield, written as a fraction of the theoretical maximum amount of product (1.0 means a 100% yield; for example, 0.34 means a 34% yield).. Dataset: Reaction yield outcomes from USPTO patents with 853,638 reactions (1) The yield is 0.940. The catalyst is C(O)(=O)C. The product is [O:1]1[CH2:5][CH2:4][CH2:3][CH:2]1[CH2:6][CH2:7][C:8]1[CH:15]=[CH:14][C:11](/[CH:12]=[CH:19]/[N+:16]([O-:18])=[O:17])=[CH:10][CH:9]=1. The reactants are [O:1]1[CH2:5][CH2:4][CH2:3][CH:2]1[CH2:6][CH2:7][C:8]1[CH:15]=[CH:14][C:11]([CH:12]=O)=[CH:10][CH:9]=1.[N+:16]([CH3:19])([O-:18])=[O:17].C([O-])(=O)C.[NH4+]. (2) The reactants are [CH3:1][O:2][C:3]([C:5]1[C:6]([CH3:12])=[N+:7]([O-])[CH:8]=[CH:9][N:10]=1)=[O:4].[CH3:13][O:14][C:15]([C:17]1[C:22]([CH3:23])=[N:21][CH:20]=[CH:19][N+:18]=1[O-])=[O:16].P(Cl)(Cl)([Cl:27])=O.CN(C=O)C. The catalyst is C1(C)C=CC=CC=1.CCOC(C)=O. The product is [Cl:27][C:8]1[N:7]=[C:6]([CH3:12])[C:5]([C:3]([O:2][CH3:1])=[O:4])=[N:10][CH:9]=1.[Cl:27][C:19]1[N:18]=[C:17]([C:15]([O:14][CH3:13])=[O:16])[C:22]([CH3:23])=[N:21][CH:20]=1. The yield is 0.481. (3) The reactants are [CH:1]([C:4]1[CH:9]=[CH:8][C:7]([CH:10]=[C:11]([CH3:14])[CH2:12]O)=[CH:6][CH:5]=1)([CH3:3])[CH3:2].P(Br)(Br)[Br:16].O. The catalyst is C(OC(C)C)(C)C. The product is [Br:16][CH2:12][C:11]([CH3:14])=[CH:10][C:7]1[CH:8]=[CH:9][C:4]([CH:1]([CH3:3])[CH3:2])=[CH:5][CH:6]=1. The yield is 0.910.